This data is from NCI-60 drug combinations with 297,098 pairs across 59 cell lines. The task is: Regression. Given two drug SMILES strings and cell line genomic features, predict the synergy score measuring deviation from expected non-interaction effect. (1) Cell line: NCIH23. Drug 1: CC1=CC=C(C=C1)C2=CC(=NN2C3=CC=C(C=C3)S(=O)(=O)N)C(F)(F)F. Drug 2: C1CN(CCN1C(=O)CCBr)C(=O)CCBr. Synergy scores: CSS=31.1, Synergy_ZIP=-8.70, Synergy_Bliss=-2.59, Synergy_Loewe=-5.91, Synergy_HSA=-3.22. (2) Drug 1: C1CCN(CC1)CCOC2=CC=C(C=C2)C(=O)C3=C(SC4=C3C=CC(=C4)O)C5=CC=C(C=C5)O. Drug 2: CC1=C(C=C(C=C1)NC(=O)C2=CC=C(C=C2)CN3CCN(CC3)C)NC4=NC=CC(=N4)C5=CN=CC=C5. Cell line: NCIH23. Synergy scores: CSS=0.973, Synergy_ZIP=4.64, Synergy_Bliss=5.97, Synergy_Loewe=-1.05, Synergy_HSA=-0.587. (3) Drug 1: C1=CC(=CC=C1C#N)C(C2=CC=C(C=C2)C#N)N3C=NC=N3. Drug 2: C(=O)(N)NO. Cell line: LOX IMVI. Synergy scores: CSS=-6.10, Synergy_ZIP=4.91, Synergy_Bliss=4.07, Synergy_Loewe=-5.14, Synergy_HSA=-4.73.